Dataset: Forward reaction prediction with 1.9M reactions from USPTO patents (1976-2016). Task: Predict the product of the given reaction. (1) Given the reactants [CH:1]([N:4]([C:8]1[CH:13]=[CH:12][C:11]2[O:14][CH2:15][O:16][C:10]=2[CH:9]=1)[C:5]([NH2:7])=[O:6])([CH3:3])[CH3:2].[CH:17]1[C:26]2[C:21](=[CH:22][CH:23]=[CH:24][CH:25]=2)[CH:20]=[CH:19][C:18]=1[CH:27]=O, predict the reaction product. The product is: [CH:1]([N:4]1[C:8]2[C:13](=[CH:12][C:11]3[O:14][CH2:15][O:16][C:10]=3[CH:9]=2)[CH:27]([C:18]2[CH:19]=[CH:20][C:21]3[C:26](=[CH:25][CH:24]=[CH:23][CH:22]=3)[CH:17]=2)[NH:7][C:5]1=[O:6])([CH3:3])[CH3:2]. (2) Given the reactants Cl[C:2]1[C:7]([C:8]#[N:9])=[C:6]([C:10]2[CH:15]=[CH:14][C:13]([O:16][CH2:17][CH2:18][OH:19])=[CH:12][CH:11]=2)[C:5]([C:20]#[N:21])=[C:4]([S:22][CH2:23][C:24]2[N:25]=[C:26]([C:29]3[CH:34]=[CH:33][C:32]([Cl:35])=[CH:31][CH:30]=3)[S:27][CH:28]=2)[N:3]=1.[CH3:36][NH2:37].O, predict the reaction product. The product is: [Cl:35][C:32]1[CH:31]=[CH:30][C:29]([C:26]2[S:27][CH:28]=[C:24]([CH2:23][S:22][C:4]3[C:5]([C:20]#[N:21])=[C:6]([C:10]4[CH:11]=[CH:12][C:13]([O:16][CH2:17][CH2:18][OH:19])=[CH:14][CH:15]=4)[C:7]([C:8]#[N:9])=[C:2]([NH:37][CH3:36])[N:3]=3)[N:25]=2)=[CH:34][CH:33]=1. (3) Given the reactants [CH2:1]([O:4][C:5]1[CH:14]=[CH:13][CH:12]=[C:11]2[C:6]=1[CH:7]=[CH:8][N:9]=[CH:10]2)[CH2:2][CH3:3].[ClH:15], predict the reaction product. The product is: [ClH:15].[CH2:1]([O:4][C:5]1[CH:14]=[CH:13][CH:12]=[C:11]2[C:6]=1[CH2:7][CH2:8][NH:9][CH2:10]2)[CH2:2][CH3:3]. (4) Given the reactants [C:1]([Mg]Cl)#[C:2][CH2:3][CH2:4][CH2:5][CH2:6][C:7]#[C:8][CH2:9][CH3:10].[O:13]1[CH2:17][CH2:16][CH2:15][CH2:14]1, predict the reaction product. The product is: [CH3:10][CH2:9][C:8]#[C:7][CH2:6][CH2:5][CH2:4][CH2:3][CH2:2][CH2:1][C:14](=[O:13])[CH2:15][CH2:16][CH2:17][CH2:10][CH2:9][CH2:8][CH2:7]/[CH:6]=[CH:5]\[CH2:4]/[CH:3]=[CH:2]\[CH2:1][CH2:1][CH2:2][CH2:3][CH3:4]. (5) Given the reactants [N:1]1[CH:6]=[CH:5][CH:4]=[CH:3][CH:2]=1.[CH2:7]([Br:16])[C:8]([C:10]1[CH:15]=[CH:14][CH:13]=[CH:12][CH:11]=1)=[O:9], predict the reaction product. The product is: [Br-:16].[CH2:7]([N+:1]1[CH:6]=[CH:5][CH:4]=[CH:3][CH:2]=1)[C:8]([C:10]1[CH:15]=[CH:14][CH:13]=[CH:12][CH:11]=1)=[O:9]. (6) Given the reactants FC(F)(F)S(O[C:7]1[CH:12]=[C:11]([Cl:13])[C:10]([CH:14]=[O:15])=[C:9]([Cl:16])[CH:8]=1)(=O)=O.[Si]([O:26][C:27]1[CH:32]=[CH:31][C:30](B(O)O)=[CH:29][CH:28]=1)(C(C)(C)C)(C)C, predict the reaction product. The product is: [Cl:16][C:9]1[CH:8]=[C:7]([C:30]2[CH:31]=[CH:32][C:27]([OH:26])=[CH:28][CH:29]=2)[CH:12]=[C:11]([Cl:13])[C:10]=1[CH:14]=[O:15]. (7) Given the reactants [OH:1][C:2]1[CH:7]=[CH:6][CH:5]=[CH:4][C:3]=1[C:8](=[O:10])[CH3:9].COC(=O)OC.Cl[S:18]([OH:21])(=[O:20])=[O:19], predict the reaction product. The product is: [C:8]([C:3]1[CH:4]=[C:5]([S:18]([OH:21])(=[O:20])=[O:19])[CH:6]=[CH:7][C:2]=1[OH:1])(=[O:10])[CH3:9]. (8) The product is: [O:1]=[C:2]1[C:10]2[C:5](=[CH:6][CH:7]=[CH:8][CH:9]=2)[C:4](=[O:11])[N:3]1[CH2:12][CH2:13][N:14]1[C:23]2[C:18](=[N:19][CH:20]=[C:21]([CH2:24][C:25]3[CH:26]=[CH:27][C:28]([F:31])=[CH:29][CH:30]=3)[CH:22]=2)[C:17]([OH:32])=[C:16]([C:33]([NH:39][CH2:40][CH2:41][N:42]2[CH2:46][CH2:45][NH:44][C:43]2=[O:47])=[O:35])[C:15]1=[O:38]. Given the reactants [O:1]=[C:2]1[C:10]2[C:5](=[CH:6][CH:7]=[CH:8][CH:9]=2)[C:4](=[O:11])[N:3]1[CH2:12][CH2:13][N:14]1[C:23]2[C:18](=[N:19][CH:20]=[C:21]([CH2:24][C:25]3[CH:30]=[CH:29][C:28]([F:31])=[CH:27][CH:26]=3)[CH:22]=2)[C:17]([OH:32])=[C:16]([C:33]([O:35]CC)=O)[C:15]1=[O:38].[NH2:39][CH2:40][CH2:41][N:42]1[CH2:46][CH2:45][NH:44][C:43]1=[O:47].OS([O-])(=O)=O.[Na+], predict the reaction product.